Dataset: Forward reaction prediction with 1.9M reactions from USPTO patents (1976-2016). Task: Predict the product of the given reaction. (1) Given the reactants [F:1][C:2]([F:31])([F:30])[C:3]1[CH:4]=[C:5]([CH:23]=[C:24]([C:26]([F:29])([F:28])[F:27])[CH:25]=1)[CH2:6][O:7][C:8]([N:10]1[CH2:16][CH2:15][CH2:14][N:13]2[N:17]=[C:18]([C:20](O)=[O:21])[CH:19]=[C:12]2[CH2:11]1)=[O:9].O=S(Cl)Cl.C[Si]([CH:40]=[N+:41]=[N-:42])(C)C.C1COCC1, predict the reaction product. The product is: [N+:41](=[CH:40][C:20]([C:18]1[CH:19]=[C:12]2[CH2:11][N:10]([C:8]([O:7][CH2:6][C:5]3[CH:23]=[C:24]([C:26]([F:27])([F:28])[F:29])[CH:25]=[C:3]([C:2]([F:1])([F:30])[F:31])[CH:4]=3)=[O:9])[CH2:16][CH2:15][CH2:14][N:13]2[N:17]=1)=[O:21])=[N-:42]. (2) The product is: [CH3:14][S:15]([N:11]1[CH2:12][CH2:13][C@@H:9]([NH2:8])[CH2:10]1)(=[O:17])=[O:16]. Given the reactants C(OC([NH:8][C@@H:9]1[CH2:13][CH2:12][NH:11][CH2:10]1)=O)(C)(C)C.[CH3:14][S:15](Cl)(=[O:17])=[O:16], predict the reaction product. (3) Given the reactants [C:1]1([NH:7][S:8]([C:11]2[CH:12]=[C:13]([CH:17]=[CH:18][CH:19]=2)[C:14](O)=[O:15])(=[O:10])=[O:9])[CH:6]=[CH:5][CH:4]=[CH:3][CH:2]=1.B.C1COCC1.CO, predict the reaction product. The product is: [OH:15][CH2:14][C:13]1[CH:12]=[C:11]([S:8]([NH:7][C:1]2[CH:2]=[CH:3][CH:4]=[CH:5][CH:6]=2)(=[O:10])=[O:9])[CH:19]=[CH:18][CH:17]=1. (4) Given the reactants C(O)(C(F)(F)F)=O.[N:8]1[CH:13]=[CH:12][CH:11]=[N:10][C:9]=1[N:14]1[CH2:30][CH2:29][C:17]2([CH2:21][N:20](C(OC(C)(C)C)=O)[CH2:19][CH2:18]2)[CH2:16][CH2:15]1, predict the reaction product. The product is: [N:8]1[CH:13]=[CH:12][CH:11]=[N:10][C:9]=1[N:14]1[CH2:30][CH2:29][C:17]2([CH2:21][NH:20][CH2:19][CH2:18]2)[CH2:16][CH2:15]1. (5) Given the reactants C(Cl)(=O)C(Cl)=O.[CH3:7][O:8][C:9]1[CH:34]=[CH:33][C:12]([CH2:13][O:14][C@H:15]2[CH2:20][N:19]([S:21]([C:24]3[CH:29]=[CH:28][C:27]([CH3:30])=[CH:26][CH:25]=3)(=[O:23])=[O:22])[C@H:18]([CH2:31][OH:32])[CH2:17][CH2:16]2)=[CH:11][CH:10]=1.C(N(CC)CC)C.Cl, predict the reaction product. The product is: [CH3:7][O:8][C:9]1[CH:10]=[CH:11][C:12]([CH2:13][O:14][C@H:15]2[CH2:20][N:19]([S:21]([C:24]3[CH:25]=[CH:26][C:27]([CH3:30])=[CH:28][CH:29]=3)(=[O:22])=[O:23])[C@H:18]([CH:31]=[O:32])[CH2:17][CH2:16]2)=[CH:33][CH:34]=1. (6) Given the reactants [F:1][C:2]1[CH:28]=[CH:27][C:5]([CH2:6][N:7]2[C:15]3[C:10](=[CH:11][CH:12]=[CH:13][CH:14]=3)[CH:9]=[C:8]2[C:16]([N:18]2[CH2:23][CH2:22][CH:21]([C:24](O)=[O:25])[CH2:20][CH2:19]2)=[O:17])=[CH:4][CH:3]=1.C(N=C=NCCCN(C)C)C.ON1C2C=CC=CC=2N=N1.C(N(CC)C(C)C)(C)C.[C:59]1([CH2:65][NH2:66])[CH:64]=[CH:63][CH:62]=[CH:61][CH:60]=1, predict the reaction product. The product is: [CH2:65]([NH:66][C:24]([CH:21]1[CH2:22][CH2:23][N:18]([C:16]([C:8]2[N:7]([CH2:6][C:5]3[CH:4]=[CH:3][C:2]([F:1])=[CH:28][CH:27]=3)[C:15]3[C:10]([CH:9]=2)=[CH:11][CH:12]=[CH:13][CH:14]=3)=[O:17])[CH2:19][CH2:20]1)=[O:25])[C:59]1[CH:64]=[CH:63][CH:62]=[CH:61][CH:60]=1. (7) Given the reactants [CH3:1][O:2][C:3]1[CH:8]=[C:7]([O:9][CH3:10])[CH:6]=[CH:5][C:4]=1[CH:11]([CH2:14][C:15]([C:17]1[CH:22]=[CH:21][C:20]([O:23][CH2:24][CH:25]=[CH2:26])=[CH:19][CH:18]=1)=[O:16])[C:12]#[N:13].[CH:27]([N-]C(C)C)(C)C.[Li+].IC.O, predict the reaction product. The product is: [CH3:1][O:2][C:3]1[CH:8]=[C:7]([O:9][CH3:10])[CH:6]=[CH:5][C:4]=1[C:11]([CH3:27])([CH2:14][C:15]([C:17]1[CH:22]=[CH:21][C:20]([O:23][CH2:24][CH:25]=[CH2:26])=[CH:19][CH:18]=1)=[O:16])[C:12]#[N:13]. (8) Given the reactants [OH-].[K+].[C:3]([C:6]1[N:11]=[C:10]([C:12]2[CH:17]=[CH:16][C:15]([C:18]3[CH:23]=[CH:22][C:21]([CH2:24][C:25]([NH:27][C@@H:28]([CH:33]([CH3:35])[CH3:34])[C:29]([O:31]C)=[O:30])=[O:26])=[CH:20][C:19]=3[Cl:36])=[CH:14][CH:13]=2)[C:9]([CH3:37])=[N:8][C:7]=1[CH3:38])(=[O:5])[NH2:4], predict the reaction product. The product is: [C:3]([C:6]1[N:11]=[C:10]([C:12]2[CH:17]=[CH:16][C:15]([C:18]3[CH:23]=[CH:22][C:21]([CH2:24][C:25]([NH:27][C@@H:28]([CH:33]([CH3:34])[CH3:35])[C:29]([OH:31])=[O:30])=[O:26])=[CH:20][C:19]=3[Cl:36])=[CH:14][CH:13]=2)[C:9]([CH3:37])=[N:8][C:7]=1[CH3:38])(=[O:5])[NH2:4]. (9) Given the reactants [Cl:1][C:2]1[N:3]=[CH:4][C:5]([C:8]([OH:10])=[O:9])=[N:6][CH:7]=1.[O:11]1[CH2:16][CH2:15][CH2:14][CH2:13][CH:12]1[O:17][CH2:18][CH2:19]O.C(N(CC)CC)C.O=C1N(P(Cl)(N2CCOC2=O)=O)CCO1, predict the reaction product. The product is: [O:11]1[CH2:16][CH2:15][CH2:14][CH2:13][CH:12]1[O:17][CH2:18][CH2:19][O:9][C:8]([C:5]1[CH:4]=[N:3][C:2]([Cl:1])=[CH:7][N:6]=1)=[O:10]. (10) Given the reactants [Br:1][C:2]1[CH:7]=[CH:6][C:5]([C:8]2[C:12]3[CH:13]=[CH:14][C:15]([O:17][CH2:18][CH2:19][CH2:20]Br)=[CH:16][C:11]=3[S:10][N:9]=2)=[CH:4][CH:3]=1.[OH:22][CH2:23][CH2:24][NH2:25], predict the reaction product. The product is: [Br:1][C:2]1[CH:7]=[CH:6][C:5]([C:8]2[C:12]3[CH:13]=[CH:14][C:15]([O:17][CH2:18][CH2:19][CH2:20][NH:25][CH2:24][CH2:23][OH:22])=[CH:16][C:11]=3[S:10][N:9]=2)=[CH:4][CH:3]=1.